From a dataset of Catalyst prediction with 721,799 reactions and 888 catalyst types from USPTO. Predict which catalyst facilitates the given reaction. (1) Reactant: [Cl:1][C:2]1[CH:10]=[C:9]2[C:5]([C:6]([Sn](CCCC)(CCCC)CCCC)=[N:7][N:8]2[CH3:11])=[CH:4][CH:3]=1.Br[C:26]1[N:27]=[C:28]2[C:34]([C:35]([NH:37][CH:38]3[CH2:43][CH2:42][CH2:41][CH:40]([NH:44][C:45](=[O:51])[O:46][C:47]([CH3:50])([CH3:49])[CH3:48])[CH2:39]3)=[O:36])=[CH:33][NH:32][C:29]2=[N:30][CH:31]=1. Product: [Cl:1][C:2]1[CH:10]=[C:9]2[C:5]([C:6]([C:26]3[N:27]=[C:28]4[C:34]([C:35]([NH:37][CH:38]5[CH2:43][CH2:42][CH2:41][CH:40]([NH:44][C:45](=[O:51])[O:46][C:47]([CH3:49])([CH3:48])[CH3:50])[CH2:39]5)=[O:36])=[CH:33][NH:32][C:29]4=[N:30][CH:31]=3)=[N:7][N:8]2[CH3:11])=[CH:4][CH:3]=1. The catalyst class is: 555. (2) The catalyst class is: 43. Reactant: [CH3:1][C:2]1[C:10]2[C:5](=[CH:6][CH:7]=[C:8]([C:11]3[CH2:16][CH2:15][N:14]([C:17]([O:19][C:20]([CH3:23])([CH3:22])[CH3:21])=[O:18])[CH2:13][CH:12]=3)[CH:9]=2)[NH:4][CH:3]=1. Product: [CH3:1][C:2]1[C:10]2[C:5](=[CH:6][CH:7]=[C:8]([CH:11]3[CH2:12][CH2:13][N:14]([C:17]([O:19][C:20]([CH3:23])([CH3:22])[CH3:21])=[O:18])[CH2:15][CH2:16]3)[CH:9]=2)[NH:4][CH:3]=1. (3) Reactant: [Cl:1][C:2]1[CH:7]=[C:6]([N+:8]([O-:10])=[O:9])[CH:5]=[C:4]([Cl:11])[C:3]=1[CH3:12].[O-:13][Mn](=O)(=O)=O.[K+].[OH2:19]. Product: [Cl:1][C:2]1[CH:7]=[C:6]([N+:8]([O-:10])=[O:9])[CH:5]=[C:4]([Cl:11])[C:3]=1[C:12]([OH:13])=[O:19]. The catalyst class is: 17. (4) Reactant: [CH2:1]([C@H:8]1[CH2:12][NH:11][CH2:10][C@@H:9]1[CH2:13][N:14]([C:24]1[CH:29]=[CH:28][CH:27]=[CH:26][CH:25]=1)[C:15](=O)[CH2:16][C:17]1[CH:22]=[CH:21][CH:20]=[CH:19][CH:18]=1)[C:2]1[CH:7]=[CH:6][CH:5]=[CH:4][CH:3]=1.S(C)C. Product: [CH2:1]([C@H:8]1[CH2:12][NH:11][CH2:10][C@@H:9]1[CH2:13][N:14]([CH2:15][CH2:16][C:17]1[CH:18]=[CH:19][CH:20]=[CH:21][CH:22]=1)[C:24]1[CH:25]=[CH:26][CH:27]=[CH:28][CH:29]=1)[C:2]1[CH:3]=[CH:4][CH:5]=[CH:6][CH:7]=1. The catalyst class is: 1. (5) Reactant: [Br:1][C:2]1[CH:7]=[CH:6][CH:5]=[C:4]([O:8][CH2:9][CH:10](OCC)OCC)[CH:3]=1. Product: [Br:1][C:2]1[CH:7]=[CH:6][C:5]2[CH:10]=[CH:9][O:8][C:4]=2[CH:3]=1. The catalyst class is: 11. (6) Reactant: [F:1][C:2]1[CH:3]=[N:4][C:5]2[C:10]([C:11]=1[CH2:12][CH2:13][C@H:14]1[CH2:19][CH2:18][C@H:17]([NH:20][CH2:21][C:22]3[CH:23]=[CH:24][C:25]4[O:26][CH2:27][C:28](=[O:32])[NH:29][C:30]=4[N:31]=3)[CH2:16][N:15]1C(OC(C)(C)C)=O)=[N:9][C:8]([O:40][CH3:41])=[CH:7][CH:6]=2.FC(F)(F)C(O)=O. Product: [F:1][C:2]1[CH:3]=[N:4][C:5]2[C:10]([C:11]=1[CH2:12][CH2:13][C@@H:14]1[NH:15][CH2:16][C@@H:17]([NH:20][CH2:21][C:22]3[CH:23]=[CH:24][C:25]4[O:26][CH2:27][C:28](=[O:32])[NH:29][C:30]=4[N:31]=3)[CH2:18][CH2:19]1)=[N:9][C:8]([O:40][CH3:41])=[CH:7][CH:6]=2. The catalyst class is: 2. (7) Reactant: FC(F)(F)C(O)=O.[CH3:8][N:9]([CH3:27])[CH2:10][CH2:11][CH2:12][C:13]1[CH:14]=[C:15]([NH:19]C(=O)OC(C)(C)C)[CH:16]=[N:17][CH:18]=1. Product: [CH3:27][N:9]([CH3:8])[CH2:10][CH2:11][CH2:12][C:13]1[CH:14]=[C:15]([NH2:19])[CH:16]=[N:17][CH:18]=1. The catalyst class is: 2.